From a dataset of Reaction yield outcomes from USPTO patents with 853,638 reactions. Predict the reaction yield, written as a fraction of the theoretical maximum amount of product (1.0 means a 100% yield; for example, 0.34 means a 34% yield). (1) The reactants are [F:1][C:2]1[N:12]=[CH:11][C:5]2[N:6]=[CH:7][NH:8][C:9](=O)[C:4]=2[CH:3]=1.S(Cl)(Cl)=O.[Br:17][C:18]1[CH:19]=[C:20]([CH:22]=[CH:23][C:24]=1[F:25])[NH2:21].C(=O)(O)[O-].[Na+]. The catalyst is CN(C=O)C.CC(N(C)C)=O. The product is [Br:17][C:18]1[CH:19]=[C:20]([NH:21][C:9]2[C:4]3[CH:3]=[C:2]([F:1])[N:12]=[CH:11][C:5]=3[N:6]=[CH:7][N:8]=2)[CH:22]=[CH:23][C:24]=1[F:25]. The yield is 0.990. (2) The reactants are [Cl-].[Al+3].[Cl-].[Cl-].C[O:6][C:7]1[CH:23]=[CH:22][C:10]2[CH2:11][CH:12]([CH2:17][C:18]([O:20][CH3:21])=[O:19])[C:13](=[O:16])[NH:14][CH2:15][C:9]=2[CH:8]=1.C(S)C. The catalyst is C(Cl)Cl. The product is [OH:6][C:7]1[CH:23]=[CH:22][C:10]2[CH2:11][CH:12]([CH2:17][C:18]([O:20][CH3:21])=[O:19])[C:13](=[O:16])[NH:14][CH2:15][C:9]=2[CH:8]=1. The yield is 0.910. (3) The reactants are [Br:1][C:2]1[CH:7]=[CH:6][C:5]([OH:8])=[CH:4][C:3]=1[CH:9]1[O:13][CH2:12][CH2:11][O:10]1.C(=O)([O-])[O-].[K+].[K+].[CH2:20]([O:22][C:23](=[O:33])[C:24]1[CH:29]=[CH:28][C:27](F)=[CH:26][C:25]=1[O:31][CH3:32])[CH3:21]. The catalyst is CS(C)=O.CCOC(C)=O. The product is [CH2:20]([O:22][C:23](=[O:33])[C:24]1[CH:29]=[CH:28][C:27]([O:8][C:5]2[CH:6]=[CH:7][C:2]([Br:1])=[C:3]([CH:9]3[O:10][CH2:11][CH2:12][O:13]3)[CH:4]=2)=[CH:26][C:25]=1[O:31][CH3:32])[CH3:21]. The yield is 0.350. (4) The reactants are [CH:1]1([S:6](Cl)(=[O:8])=[O:7])[CH2:5][CH2:4][CH2:3][CH2:2]1.[NH3:10]. The catalyst is CO. The product is [CH:1]1([S:6]([NH2:10])(=[O:8])=[O:7])[CH2:5][CH2:4][CH2:3][CH2:2]1. The yield is 0.660. (5) The reactants are Cl[C:2]1[N:7]=[C:6]([NH:8][CH:9]2[CH2:17][CH:16]3[N:12]([CH2:13][CH2:14][CH2:15]3)[C:11]([CH3:19])([CH3:18])[CH2:10]2)[C:5]([F:20])=[CH:4][N:3]=1.[NH2:21][C:22]1[CH:23]=[CH:24][C:25]([O:35][CH:36]2[CH2:41][CH2:40][O:39][CH2:38][CH2:37]2)=[C:26]([N:28]2[C:32](=[O:33])[N:31]([CH3:34])[N:30]=[N:29]2)[CH:27]=1. The catalyst is CC(O)C. The product is [NH3:3].[CH3:32][OH:33].[F:20][C:5]1[C:6]([NH:8][CH:9]2[CH2:17][CH:16]3[N:12]([CH2:13][CH2:14][CH2:15]3)[C:11]([CH3:19])([CH3:18])[CH2:10]2)=[N:7][C:2]([NH:21][C:22]2[CH:23]=[CH:24][C:25]([O:35][CH:36]3[CH2:41][CH2:40][O:39][CH2:38][CH2:37]3)=[C:26]([N:28]3[C:32](=[O:33])[N:31]([CH3:34])[N:30]=[N:29]3)[CH:27]=2)=[N:3][CH:4]=1. The yield is 0.0100. (6) The reactants are [CH3:1][O:2][C:3](=[O:14])[C:4]1[CH:9]=[CH:8][C:7](F)=[CH:6][C:5]=1[N+:11]([O-:13])=[O:12].Cl.[CH3:16][NH:17][CH3:18].C(=O)([O-])[O-].[K+].[K+]. The catalyst is CS(C)=O. The product is [CH3:1][O:2][C:3](=[O:14])[C:4]1[CH:9]=[CH:8][C:7]([N:17]([CH3:18])[CH3:16])=[CH:6][C:5]=1[N+:11]([O-:13])=[O:12]. The yield is 0.610. (7) The reactants are [CH3:1][C:2]1([CH3:17])[C:10]2[C:5](=[CH:6][C:7]([N+:11]([O-])=O)=[CH:8][CH:9]=2)[N:4]([C:14](=[O:16])[CH3:15])[CH2:3]1. The catalyst is CO.[Pd]. The product is [NH2:11][C:7]1[CH:6]=[C:5]2[C:10]([C:2]([CH3:17])([CH3:1])[CH2:3][N:4]2[C:14](=[O:16])[CH3:15])=[CH:9][CH:8]=1. The yield is 0.610.